The task is: Predict the reactants needed to synthesize the given product.. This data is from Full USPTO retrosynthesis dataset with 1.9M reactions from patents (1976-2016). (1) Given the product [CH2:36]([O:35][C:33]([N:31]([CH2:23][C:14]1[CH:15]=[C:16]([C:19]([F:22])([F:21])[F:20])[CH:17]=[CH:18][C:13]=1[C:7]1[C:8]([O:11][CH3:12])=[CH:9][CH:10]=[C:5]([CH2:4][C:3]([OH:25])=[O:2])[CH:6]=1)[CH:26]1[CH2:30][CH2:29][CH2:28][CH2:27]1)=[O:34])[C:37]1[CH:42]=[CH:41][CH:40]=[CH:39][CH:38]=1, predict the reactants needed to synthesize it. The reactants are: C[O:2][C:3](=[O:25])[CH2:4][C:5]1[CH:6]=[C:7]([C:13]2[CH:18]=[CH:17][C:16]([C:19]([F:22])([F:21])[F:20])=[CH:15][C:14]=2[CH:23]=O)[C:8]([O:11][CH3:12])=[CH:9][CH:10]=1.[CH:26]1([NH2:31])[CH2:30][CH2:29][CH2:28][CH2:27]1.Cl[C:33]([O:35][CH2:36][C:37]1[CH:42]=[CH:41][CH:40]=[CH:39][CH:38]=1)=[O:34]. (2) Given the product [CH3:1][O:2][C:3]([C@@H:5]1[CH2:18][C@H:17]([O:19][C:29](=[O:32])[CH2:30][CH3:31])[C:16](=[O:20])[C@H:15]2[C@@:6]1([CH3:28])[CH2:7][CH2:8][C@@H:9]1[C@:14]2([CH3:21])[CH2:13][C@@H:12]([C:22]2[CH:26]=[CH:25][O:24][CH:23]=2)[O:11][C:10]1=[O:27])=[O:4], predict the reactants needed to synthesize it. The reactants are: [CH3:1][O:2][C:3]([C@@H:5]1[CH2:18][C@H:17]([OH:19])[C:16](=[O:20])[C@H:15]2[C@@:6]1([CH3:28])[CH2:7][CH2:8][C@H:9]1[C@:14]2([CH3:21])[CH2:13][C@@H:12]([C:22]2[CH:26]=[CH:25][O:24][CH:23]=2)[O:11][C:10]1=[O:27])=[O:4].[C:29](O[C:29](=[O:32])[CH2:30][CH3:31])(=[O:32])[CH2:30][CH3:31].CO.